From a dataset of hERG Central: cardiac toxicity at 1µM, 10µM, and general inhibition. Predict hERG channel inhibition at various concentrations. (1) The compound is CCN(CC)CCOc1nc(C)nc2c1oc1ccccc12.Cl. Results: hERG_inhib (hERG inhibition (general)): blocker. (2) The compound is O=[N+]([O-])c1ccccc1Oc1ccc(S(=O)(=O)N2CCOCC2)cc1. Results: hERG_inhib (hERG inhibition (general)): blocker. (3) The compound is Cc1ccc(C(=O)N/C(=C\c2ccccc2)C(=O)NCCN2CCOCC2)cc1. Results: hERG_inhib (hERG inhibition (general)): blocker. (4) The drug is CCN1CCN(C(=O)c2ccc(CSc3ccc(C)cc3)cc2)CC1. Results: hERG_inhib (hERG inhibition (general)): blocker.